Dataset: NCI-60 drug combinations with 297,098 pairs across 59 cell lines. Task: Regression. Given two drug SMILES strings and cell line genomic features, predict the synergy score measuring deviation from expected non-interaction effect. (1) Drug 1: CS(=O)(=O)C1=CC(=C(C=C1)C(=O)NC2=CC(=C(C=C2)Cl)C3=CC=CC=N3)Cl. Drug 2: CCCCC(=O)OCC(=O)C1(CC(C2=C(C1)C(=C3C(=C2O)C(=O)C4=C(C3=O)C=CC=C4OC)O)OC5CC(C(C(O5)C)O)NC(=O)C(F)(F)F)O. Cell line: SNB-19. Synergy scores: CSS=12.3, Synergy_ZIP=-0.853, Synergy_Bliss=1.89, Synergy_Loewe=0.764, Synergy_HSA=1.86. (2) Drug 1: CC1=C2C(C(=O)C3(C(CC4C(C3C(C(C2(C)C)(CC1OC(=O)C(C(C5=CC=CC=C5)NC(=O)OC(C)(C)C)O)O)OC(=O)C6=CC=CC=C6)(CO4)OC(=O)C)O)C)O. Drug 2: C1C(C(OC1N2C=NC3=C2NC=NCC3O)CO)O. Cell line: SF-539. Synergy scores: CSS=13.4, Synergy_ZIP=-1.12, Synergy_Bliss=-3.22, Synergy_Loewe=-44.9, Synergy_HSA=-5.62. (3) Drug 1: CC1=C(C=C(C=C1)NC2=NC=CC(=N2)N(C)C3=CC4=NN(C(=C4C=C3)C)C)S(=O)(=O)N.Cl. Drug 2: COC1=NC(=NC2=C1N=CN2C3C(C(C(O3)CO)O)O)N. Cell line: MOLT-4. Synergy scores: CSS=61.0, Synergy_ZIP=0.740, Synergy_Bliss=0.478, Synergy_Loewe=-13.3, Synergy_HSA=1.08.